From a dataset of Peptide-MHC class I binding affinity with 185,985 pairs from IEDB/IMGT. Regression. Given a peptide amino acid sequence and an MHC pseudo amino acid sequence, predict their binding affinity value. This is MHC class I binding data. (1) The peptide sequence is KSNGAQQWL. The MHC is HLA-B15:01 with pseudo-sequence HLA-B15:01. The binding affinity (normalized) is 0.0847. (2) The peptide sequence is QFLSFASLF. The MHC is HLA-B51:01 with pseudo-sequence HLA-B51:01. The binding affinity (normalized) is 0.0847. (3) The peptide sequence is RAKFKQLL. The MHC is HLA-B40:01 with pseudo-sequence HLA-B40:01. The binding affinity (normalized) is 0.213. (4) The binding affinity (normalized) is 0.0847. The peptide sequence is REWGWRIPF. The MHC is HLA-A01:01 with pseudo-sequence HLA-A01:01. (5) The peptide sequence is MYAGKMTDSI. The MHC is HLA-A24:02 with pseudo-sequence HLA-A24:02. The binding affinity (normalized) is 0.572. (6) The peptide sequence is RVVLQSKEL. The MHC is HLA-A02:01 with pseudo-sequence HLA-A02:01. The binding affinity (normalized) is 0.192. (7) The peptide sequence is EAVRHFPRI. The MHC is HLA-A68:02 with pseudo-sequence HLA-A68:02. The binding affinity (normalized) is 0. (8) The peptide sequence is MQFPGSVGF. The MHC is HLA-A32:07 with pseudo-sequence HLA-A32:07. The binding affinity (normalized) is 0.936.